This data is from Catalyst prediction with 721,799 reactions and 888 catalyst types from USPTO. The task is: Predict which catalyst facilitates the given reaction. (1) Reactant: [CH3:1][O:2][C:3]1[CH:8]=[CH:7][C:6]([N:9]2[C:13](=[O:14])[CH:12]=[C:11]([CH3:15])[NH:10]2)=[CH:5][CH:4]=1.[F:16][C:17]([F:25])([F:24])[C:18](=[O:23])[C:19]([O:21][CH3:22])=[O:20]. Product: [CH3:22][O:21][C:19](=[O:20])[C:18]([OH:23])([C:17]([F:25])([F:24])[F:16])[C:12]1[C:13](=[O:14])[N:9]([C:6]2[CH:5]=[CH:4][C:3]([O:2][CH3:1])=[CH:8][CH:7]=2)[NH:10][C:11]=1[CH3:15]. The catalyst class is: 22. (2) Reactant: CS(O[CH:6]([C:24]1[CH:29]=[CH:28][C:27]([Br:30])=[CH:26][CH:25]=1)[CH2:7][CH2:8][CH:9](OS(C)(=O)=O)[C:10]1[CH:15]=[CH:14][C:13]([N+:16]([O-:18])=[O:17])=[CH:12][CH:11]=1)(=O)=O.[F:31][C:32]1[CH:38]=[CH:37][C:35]([NH2:36])=[CH:34][CH:33]=1.Cl. Product: [Br:30][C:27]1[CH:28]=[CH:29][C:24]([CH:6]2[CH2:7][CH2:8][CH:9]([C:10]3[CH:15]=[CH:14][C:13]([N+:16]([O-:18])=[O:17])=[CH:12][CH:11]=3)[N:36]2[C:35]2[CH:37]=[CH:38][C:32]([F:31])=[CH:33][CH:34]=2)=[CH:25][CH:26]=1. The catalyst class is: 3. (3) Reactant: [CH:1]([C:3]1[N:7]2[C:8](=[O:23])[CH:9]=[C:10]([CH2:12][N:13]([CH2:21][CH3:22])[C:14]3[CH:19]=[CH:18][C:17]([F:20])=[CH:16][CH:15]=3)[N:11]=[C:6]2[S:5][C:4]=1[CH3:24])=[CH2:2]. Product: [CH2:1]([C:3]1[N:7]2[C:8](=[O:23])[CH:9]=[C:10]([CH2:12][N:13]([CH2:21][CH3:22])[C:14]3[CH:15]=[CH:16][C:17]([F:20])=[CH:18][CH:19]=3)[N:11]=[C:6]2[S:5][C:4]=1[CH3:24])[CH3:2]. The catalyst class is: 19. (4) Reactant: [Cl:1][C:2]1[C:3]2[N:4]([CH:8]=[CH:9][N:10]=2)[CH:5]=[CH:6][N:7]=1.C([O-])(=O)C.[Na+].[Br:16]Br.S([O-])([O-])=O.[Na+].[Na+].C(=O)([O-])O.[Na+]. Product: [Br:16][C:8]1[N:4]2[CH:5]=[CH:6][N:7]=[C:2]([Cl:1])[C:3]2=[N:10][CH:9]=1. The catalyst class is: 5. (5) Reactant: [F:1][C:2]1[CH:7]=[CH:6][C:5]([CH2:8][C:9]([NH:11][NH:12][C:13]([C:15]2[N:16]=[CH:17][N:18]([CH3:30])[C:19](=[O:29])[C:20]=2[O:21][CH2:22][C:23]2[CH:28]=[CH:27][CH:26]=[CH:25][CH:24]=2)=[O:14])=O)=[CH:4][CH:3]=1.C(Cl)(Cl)(Cl)Cl.[CH:36]1[CH:41]=[CH:40][C:39]([P:42]([C:49]2[CH:54]=[CH:53][CH:52]=[CH:51][CH:50]=2)[C:43]2[CH:48]=[CH:47][CH:46]=[CH:45][CH:44]=2)=[CH:38][CH:37]=1.CCN(CC)CC. Product: [CH2:22]([O:21][C:20]1[C:19](=[O:29])[N:18]([CH3:30])[CH:17]=[N:16][C:15]=1[C:13]1[O:14][C:9]([CH2:8][C:5]2[CH:4]=[CH:3][C:2]([F:1])=[CH:7][CH:6]=2)=[N:11][N:12]=1)[C:23]1[CH:28]=[CH:27][CH:26]=[CH:25][CH:24]=1.[CH:52]1[CH:51]=[CH:50][C:49]([P:42]([C:43]2[CH:48]=[CH:47][CH:46]=[CH:45][CH:44]=2)[C:39]2[CH:40]=[CH:41][CH:36]=[CH:37][CH:38]=2)=[CH:54][CH:53]=1. The catalyst class is: 210.